From a dataset of Forward reaction prediction with 1.9M reactions from USPTO patents (1976-2016). Predict the product of the given reaction. (1) Given the reactants [C:1]([C:5]1[CH:6]=[C:7]([C:16]2[C:17]([O:22][CH3:23])=[N:18][CH:19]=[CH:20][CH:21]=2)[CH:8]=[C:9]([N+:13]([O-])=O)[C:10]=1[O:11][CH3:12])([CH3:4])([CH3:3])[CH3:2], predict the reaction product. The product is: [C:1]([C:5]1[C:10]([O:11][CH3:12])=[C:9]([NH2:13])[CH:8]=[C:7]([C:16]2[C:17]([O:22][CH3:23])=[N:18][CH:19]=[CH:20][CH:21]=2)[CH:6]=1)([CH3:4])([CH3:2])[CH3:3]. (2) Given the reactants Cl[CH2:2][C:3]1[CH:8]=[CH:7][C:6]([CH2:9][NH:10][C:11](=[O:13])[CH3:12])=[CH:5][CH:4]=1.[CH3:14][N:15]([CH3:30])[C:16]1[CH:21]=[C:20]([O:22][CH3:23])[N:19]=[C:18]([N:24]2[CH2:29][CH2:28][NH:27][CH2:26][CH2:25]2)[N:17]=1.C(=O)([O-])[O-].[K+].[K+].O, predict the reaction product. The product is: [CH3:30][N:15]([CH3:14])[C:16]1[CH:21]=[C:20]([O:22][CH3:23])[N:19]=[C:18]([N:24]2[CH2:25][CH2:26][N:27]([CH2:2][C:3]3[CH:8]=[CH:7][C:6]([CH2:9][NH:10][C:11](=[O:13])[CH3:12])=[CH:5][CH:4]=3)[CH2:28][CH2:29]2)[N:17]=1. (3) Given the reactants [CH3:1][O:2][CH2:3][CH2:4][N:5]1[CH2:13][C:12]2[C:7](=[CH:8][CH:9]=[C:10]([N+:14]([O-])=O)[CH:11]=2)[CH2:6]1.[H][H], predict the reaction product. The product is: [CH3:1][O:2][CH2:3][CH2:4][N:5]1[CH2:13][C:12]2[C:7](=[CH:8][CH:9]=[C:10]([NH2:14])[CH:11]=2)[CH2:6]1. (4) Given the reactants [Cl:1][C:2]1[N:7]=[C:6](Cl)[C:5]([N+:9]([O-:11])=[O:10])=[C:4]([Cl:12])[N:3]=1.CC[N:15](CC)CC.N, predict the reaction product. The product is: [NH2:15][C:6]1[N:7]=[C:2]([Cl:1])[N:3]=[C:4]([Cl:12])[C:5]=1[N+:9]([O-:11])=[O:10]. (5) Given the reactants [CH3:1][C:2]1[CH:7]=[C:6]([O:8][C:9]2[CH:14]=[CH:13][C:12]([N+:15]([O-:17])=[O:16])=[CH:11][N:10]=2)[CH:5]=[CH:4][C:3]=1[NH2:18].C([O-])(=O)C.[K+].C(OC(=O)C)(=O)C.[N:31](OCCC(C)C)=O, predict the reaction product. The product is: [N+:15]([C:12]1[CH:13]=[CH:14][C:9]([O:8][C:6]2[CH:7]=[C:2]3[C:3](=[CH:4][CH:5]=2)[NH:18][N:31]=[CH:1]3)=[N:10][CH:11]=1)([O-:17])=[O:16]. (6) Given the reactants [CH:1]([C:4]1[O:5][C:6]([CH3:15])=[CH:7][C:8](=[C:10]([C:13]#[N:14])[C:11]#[N:12])[CH:9]=1)([CH3:3])[CH3:2].[C:16]1([C:22]2[CH2:26][CH:25]([C:27]3[CH:32]=[CH:31][CH:30]=[CH:29][CH:28]=3)[N:24]([C:33]3[CH:40]=[CH:39][C:36]([CH:37]=O)=[CH:35][CH:34]=3)[N:23]=2)[CH:21]=[CH:20][CH:19]=[CH:18][CH:17]=1.N1CCCCC1, predict the reaction product. The product is: [C:16]1([C:22]2[CH2:26][CH:25]([C:27]3[CH:32]=[CH:31][CH:30]=[CH:29][CH:28]=3)[N:24]([C:33]3[CH:34]=[CH:35][C:36]([CH:37]=[CH:15][C:6]4[O:5][C:4]([CH:1]([CH3:3])[CH3:2])=[CH:9][C:8](=[C:10]([C:11]#[N:12])[C:13]#[N:14])[CH:7]=4)=[CH:39][CH:40]=3)[N:23]=2)[CH:21]=[CH:20][CH:19]=[CH:18][CH:17]=1.